From a dataset of Full USPTO retrosynthesis dataset with 1.9M reactions from patents (1976-2016). Predict the reactants needed to synthesize the given product. Given the product [CH3:1][O:2][C:3](=[O:14])[CH2:4][C:5]1[CH:6]=[C:7]([Br:13])[C:8]([O:12][C:32]2[CH:33]=[CH:34][C:35]([O:36][CH3:37])=[C:30]([CH:27]([CH3:29])[CH3:28])[CH:31]=2)=[C:9]([Br:11])[CH:10]=1, predict the reactants needed to synthesize it. The reactants are: [CH3:1][O:2][C:3](=[O:14])[CH2:4][C:5]1[CH:10]=[C:9]([Br:11])[C:8]([OH:12])=[C:7]([Br:13])[CH:6]=1.C(N(CC)CC)C.F[B-](F)(F)F.[CH:27]([C:30]1[CH:31]=[C:32]([I+][C:32]2[CH:33]=[CH:34][C:35]([O:36][CH3:37])=[C:30]([CH:27]([CH3:29])[CH3:28])[CH:31]=2)[CH:33]=[CH:34][C:35]=1[O:36][CH3:37])([CH3:29])[CH3:28].